From a dataset of NCI-60 drug combinations with 297,098 pairs across 59 cell lines. Regression. Given two drug SMILES strings and cell line genomic features, predict the synergy score measuring deviation from expected non-interaction effect. Drug 1: CCC(=C(C1=CC=CC=C1)C2=CC=C(C=C2)OCCN(C)C)C3=CC=CC=C3.C(C(=O)O)C(CC(=O)O)(C(=O)O)O. Drug 2: CNC(=O)C1=NC=CC(=C1)OC2=CC=C(C=C2)NC(=O)NC3=CC(=C(C=C3)Cl)C(F)(F)F. Cell line: 786-0. Synergy scores: CSS=-2.38, Synergy_ZIP=0.721, Synergy_Bliss=0.104, Synergy_Loewe=-6.14, Synergy_HSA=-3.27.